This data is from Forward reaction prediction with 1.9M reactions from USPTO patents (1976-2016). The task is: Predict the product of the given reaction. (1) Given the reactants [F:1][C:2]([F:40])([F:39])[C:3]1[CH:4]=[C:5]([CH:32]=[C:33]([C:35]([F:38])([F:37])[F:36])[CH:34]=1)[CH2:6][N:7]([CH2:14][C:15]1[CH:20]=[C:19]([C:21]([F:24])([F:23])[F:22])[CH:18]=[CH:17][C:16]=1[CH:25]([CH:27]1[CH2:31][CH2:30][CH2:29][CH2:28]1)[OH:26])[C:8]1[N:9]=[N:10][N:11]([CH3:13])[N:12]=1.CC(OI1(OC(C)=O)(OC(C)=O)OC(=O)C2C=CC=CC1=2)=O.CCOCC.[OH-].[Na+], predict the reaction product. The product is: [F:40][C:2]([F:1])([F:39])[C:3]1[CH:4]=[C:5]([CH:32]=[C:33]([C:35]([F:36])([F:37])[F:38])[CH:34]=1)[CH2:6][N:7]([CH2:14][C:15]1[CH:20]=[C:19]([C:21]([F:24])([F:23])[F:22])[CH:18]=[CH:17][C:16]=1[C:25]([CH:27]1[CH2:31][CH2:30][CH2:29][CH2:28]1)=[O:26])[C:8]1[N:9]=[N:10][N:11]([CH3:13])[N:12]=1. (2) Given the reactants [CH2:1]([O:3][C:4]([C:6]1[C:7](=[O:14])[NH:8][N:9](C(=O)C)[CH:10]=1)=[O:5])[CH3:2].[CH2:15](Br)[C:16]1[CH:21]=[CH:20][CH:19]=[CH:18][CH:17]=1.C(=O)([O-])[O-].[K+].[K+].Cl, predict the reaction product. The product is: [CH2:1]([O:3][C:4]([C:6]1[C:7]([O:14][CH2:15][C:16]2[CH:21]=[CH:20][CH:19]=[CH:18][CH:17]=2)=[N:8][NH:9][CH:10]=1)=[O:5])[CH3:2]. (3) Given the reactants [NH:1]1[CH2:6][CH2:5][CH:4]([O:7][C:8](=[O:13])[C:9]([CH3:12])([CH3:11])[CH3:10])[CH2:3][CH2:2]1.[CH3:14][C@@H:15]1[CH2:17][O:16]1, predict the reaction product. The product is: [OH:16][C@H:15]([CH3:17])[CH2:14][N:1]1[CH2:6][CH2:5][CH:4]([O:7][C:8](=[O:13])[C:9]([CH3:10])([CH3:12])[CH3:11])[CH2:3][CH2:2]1. (4) Given the reactants [H-].[Na+].[C:3]([O:7][CH3:8])(=[O:6])[CH2:4]O.[C:9]([O:13][CH3:14])(=O)[CH:10]=C.CC[O:17]CC, predict the reaction product. The product is: [O:17]=[C:10]1[CH2:9][O:13][CH2:14][CH:4]1[C:3]([O:7][CH3:8])=[O:6]. (5) Given the reactants [CH3:1][C:2]1([CH3:20])[C:6]([CH3:8])([CH3:7])[O:5][B:4]([C:9]2[C:18]3[C:13](=[CH:14][CH:15]=[CH:16][CH:17]=3)[CH:12]=[CH:11][C:10]=2[CH3:19])[O:3]1.C1C(=O)N([Br:28])C(=O)C1, predict the reaction product. The product is: [Br:28][CH2:19][C:10]1[CH:11]=[CH:12][C:13]2[C:18](=[CH:17][CH:16]=[CH:15][CH:14]=2)[C:9]=1[B:4]1[O:3][C:2]([CH3:20])([CH3:1])[C:6]([CH3:7])([CH3:8])[O:5]1.